The task is: Predict the product of the given reaction.. This data is from Forward reaction prediction with 1.9M reactions from USPTO patents (1976-2016). (1) Given the reactants C[O:2][C:3]([C:5]1[CH:14]=[C:13]([O:15][CH2:16][C:17](=[O:27])[NH:18][C:19]2[CH:24]=[CH:23][CH:22]=[CH:21][C:20]=2[CH2:25][OH:26])[C:12]2[C:7](=[CH:8][C:9]([Cl:28])=[CH:10][CH:11]=2)[CH:6]=1)=[O:4].[Li+].[OH-], predict the reaction product. The product is: [Cl:28][C:9]1[CH:8]=[C:7]2[C:12]([C:13]([O:15][CH2:16][C:17](=[O:27])[NH:18][C:19]3[CH:24]=[CH:23][CH:22]=[CH:21][C:20]=3[CH2:25][OH:26])=[CH:14][C:5]([C:3]([OH:4])=[O:2])=[CH:6]2)=[CH:11][CH:10]=1. (2) Given the reactants [F:1][C:2]1[CH:7]=[CH:6][C:5]([S:8]([C:11]2[CH:12]=[CH:13][C:14]([CH2:21][CH2:22][CH3:23])=[C:15]([S:17](Cl)(=[O:19])=[O:18])[CH:16]=2)(=[O:10])=[O:9])=[CH:4][CH:3]=1.[NH2:24][CH:25]1[CH2:30][CH2:29][N:28]([C:31]([O:33][C:34]([CH3:37])([CH3:36])[CH3:35])=[O:32])[CH2:27][CH2:26]1, predict the reaction product. The product is: [F:1][C:2]1[CH:7]=[CH:6][C:5]([S:8]([C:11]2[CH:12]=[CH:13][C:14]([CH2:21][CH2:22][CH3:23])=[C:15]([S:17]([NH:24][CH:25]3[CH2:26][CH2:27][N:28]([C:31]([O:33][C:34]([CH3:37])([CH3:36])[CH3:35])=[O:32])[CH2:29][CH2:30]3)(=[O:19])=[O:18])[CH:16]=2)(=[O:10])=[O:9])=[CH:4][CH:3]=1. (3) Given the reactants Cl[C:2]1[CH:7]=[CH:6][N:5]=[C:4]([CH2:8][O:9][C:10]2[CH:15]=[CH:14][CH:13]=[CH:12][C:11]=2[CH2:16][C:17]([O:19]C)=[O:18])[CH:3]=1.[CH3:21][O:22][CH2:23][C@@H:24]([NH:40]C(=O)OC(C)(C)C)[C:25]1[CH:30]=[CH:29][CH:28]=[C:27](B2OC(C)(C)C(C)(C)O2)[CH:26]=1, predict the reaction product. The product is: [NH2:40][C@@H:24]([C:25]1[CH:26]=[C:27]([C:2]2[CH:7]=[CH:6][N:5]=[C:4]([CH2:8][O:9][C:10]3[CH:15]=[CH:14][CH:13]=[CH:12][C:11]=3[CH2:16][C:17]([OH:19])=[O:18])[CH:3]=2)[CH:28]=[CH:29][CH:30]=1)[CH2:23][O:22][CH3:21]. (4) Given the reactants [Cl:1][C:2]1[CH:3]=[C:4]([C:9]2[O:10][C:11]([CH2:14][CH3:15])=[CH:12][N:13]=2)[CH:5]=[N:6][C:7]=1[Cl:8].[Li+].CC([N-]C(C)C)C.CN([CH:27]=[O:28])C.[NH4+].[Cl-], predict the reaction product. The product is: [Cl:8][C:7]1[C:2]([Cl:1])=[C:3]([C:4]([C:9]2[O:10][C:11]([CH2:14][CH3:15])=[CH:12][N:13]=2)=[CH:5][N:6]=1)[CH:27]=[O:28]. (5) Given the reactants Cl[CH2:2][C:3]([NH:5][C:6]1[CH:27]=[CH:26][C:9]2[N:10]=[C:11]([NH:14][CH:15]3[C:19]4[C:20]([O:24][CH3:25])=[CH:21][CH:22]=[CH:23][C:18]=4[O:17][CH2:16]3)[O:12][CH2:13][C:8]=2[CH:7]=1)=[O:4].[CH3:28][N:29]1[CH2:34][CH2:33][NH:32][CH2:31][CH2:30]1, predict the reaction product. The product is: [CH3:25][O:24][C:20]1[C:19]2[CH:15]([NH:14][C:11]3[O:12][CH2:13][C:8]4[CH:7]=[C:6]([NH:5][C:3](=[O:4])[CH2:2][N:32]5[CH2:33][CH2:34][N:29]([CH3:28])[CH2:30][CH2:31]5)[CH:27]=[CH:26][C:9]=4[N:10]=3)[CH2:16][O:17][C:18]=2[CH:23]=[CH:22][CH:21]=1.